This data is from Catalyst prediction with 721,799 reactions and 888 catalyst types from USPTO. The task is: Predict which catalyst facilitates the given reaction. (1) Reactant: [CH3:1][Mg]Br.[NH2:4][C:5]1[N:10]=[CH:9][C:8]([C:11]2[C:12]([CH:29]=[O:30])=[N:13][N:14]([CH:16]3[CH2:21][CH2:20][N:19]([C:22]([O:24][C:25]([CH3:28])([CH3:27])[CH3:26])=[O:23])[CH2:18][CH2:17]3)[CH:15]=2)=[CH:7][C:6]=1[C:31]1[O:32][C:33]2[CH:39]=[CH:38][CH:37]=[CH:36][C:34]=2[N:35]=1. Product: [NH2:4][C:5]1[N:10]=[CH:9][C:8]([C:11]2[C:12]([CH:29]([OH:30])[CH3:1])=[N:13][N:14]([CH:16]3[CH2:17][CH2:18][N:19]([C:22]([O:24][C:25]([CH3:28])([CH3:26])[CH3:27])=[O:23])[CH2:20][CH2:21]3)[CH:15]=2)=[CH:7][C:6]=1[C:31]1[O:32][C:33]2[CH:39]=[CH:38][CH:37]=[CH:36][C:34]=2[N:35]=1. The catalyst class is: 7. (2) Reactant: [Cl-:1].[Al+3].[Cl-].[Cl-].[CH:5]1[C:10](Cl)=[CH:9][CH:8]=[C:7]([Cl:12])[CH:6]=1.[C:13]([N:16]1[CH2:24][CH2:23][CH:19]([C:20](Cl)=[O:21])[CH2:18][CH2:17]1)(=[O:15])[CH3:14]. Product: [Cl:1][C:9]1[CH:8]=[C:7]([Cl:12])[CH:6]=[CH:5][C:10]=1[C:20]([CH:19]1[CH2:18][CH2:17][N:16]([C:13](=[O:15])[CH3:14])[CH2:24][CH2:23]1)=[O:21]. The catalyst class is: 6.